This data is from Reaction yield outcomes from USPTO patents with 853,638 reactions. The task is: Predict the reaction yield, written as a fraction of the theoretical maximum amount of product (1.0 means a 100% yield; for example, 0.34 means a 34% yield). (1) The reactants are [NH2:1][C:2]1[CH:3]=[C:4]([N:8]2[C:17]3[CH:16]=[CH:15][C:14]4[CH2:18][CH2:19][CH2:20][CH2:21][C:13]=4[C:12]=3[NH:11][C:10](=[O:22])[C:9]2=[O:23])[CH:5]=[CH:6][CH:7]=1.[Br:24][C:25]1[CH:26]=[C:27]([S:31](Cl)(=[O:33])=[O:32])[CH:28]=[CH:29][CH:30]=1. No catalyst specified. The product is [Br:24][C:25]1[CH:26]=[C:27]([S:31]([NH:1][C:2]2[CH:7]=[CH:6][CH:5]=[C:4]([N:8]3[C:17]4[CH:16]=[CH:15][C:14]5[CH2:18][CH2:19][CH2:20][CH2:21][C:13]=5[C:12]=4[NH:11][C:10](=[O:22])[C:9]3=[O:23])[CH:3]=2)(=[O:33])=[O:32])[CH:28]=[CH:29][CH:30]=1. The yield is 0.290. (2) The reactants are [CH2:1]([N:8]1[C:13](=[O:14])[CH:12]=[CH:11][C:10]([CH2:15][C:16]2[C:24]3[C:19](=[CH:20][CH:21]=[C:22]([Cl:25])[CH:23]=3)[N:18]([CH2:26][C:27]([O:29]C)=[O:28])[C:17]=2[CH3:31])=[N:9]1)[C:2]1[CH:7]=[CH:6][CH:5]=[CH:4][CH:3]=1.C1COCC1.[OH-].[Li+].Cl. The catalyst is O.CO. The product is [CH2:1]([N:8]1[C:13](=[O:14])[CH:12]=[CH:11][C:10]([CH2:15][C:16]2[C:24]3[C:19](=[CH:20][CH:21]=[C:22]([Cl:25])[CH:23]=3)[N:18]([CH2:26][C:27]([OH:29])=[O:28])[C:17]=2[CH3:31])=[N:9]1)[C:2]1[CH:7]=[CH:6][CH:5]=[CH:4][CH:3]=1. The yield is 0.540. (3) The reactants are [Cl:1][C:2]1[CH:26]=[C:25]([Cl:27])[CH:24]=[CH:23][C:3]=1[CH2:4][N:5]1[C:9]([CH2:10][CH2:11][C:12]([OH:14])=O)=[CH:8][C:7]([O:15][CH2:16][C:17]2[O:18][C:19]([CH3:22])=[N:20][N:21]=2)=[N:6]1.[CH2:28]([S:33]([NH2:36])(=[O:35])=[O:34])[CH2:29][CH2:30][CH2:31][CH3:32].N12CCCN=C1CCCCC2. The catalyst is O1CCCC1. The product is [Cl:1][C:2]1[CH:26]=[C:25]([Cl:27])[CH:24]=[CH:23][C:3]=1[CH2:4][N:5]1[C:9]([CH2:10][CH2:11][C:12]([NH:36][S:33]([CH2:28][CH2:29][CH2:30][CH2:31][CH3:32])(=[O:35])=[O:34])=[O:14])=[CH:8][C:7]([O:15][CH2:16][C:17]2[O:18][C:19]([CH3:22])=[N:20][N:21]=2)=[N:6]1. The yield is 0.630. (4) The reactants are [Cl:1][C:2]1[C:3]([F:29])=[C:4]([C@:8]([C@@H:16]2[O:21][CH2:20][CH2:19][N:18](C(OC(C)(C)C)=O)[CH2:17]2)([OH:15])[CH2:9][CH2:10][CH2:11][CH2:12][O:13][CH3:14])[CH:5]=[CH:6][CH:7]=1.[OH-].[Na+]. The catalyst is CC#N.Cl. The product is [Cl:1][C:2]1[C:3]([F:29])=[C:4]([C@:8]([C@@H:16]2[O:21][CH2:20][CH2:19][NH:18][CH2:17]2)([OH:15])[CH2:9][CH2:10][CH2:11][CH2:12][O:13][CH3:14])[CH:5]=[CH:6][CH:7]=1. The yield is 0.930. (5) The reactants are [O:1]=[C:2]1[C:7]([CH2:8][C:9]2[CH:14]=[CH:13][C:12]([C:15]3[C:16]([C:21]#[N:22])=[CH:17][CH:18]=[CH:19][CH:20]=3)=[CH:11][CH:10]=2)=[C:6]([CH2:23][CH2:24][CH3:25])[N:5]2[N:26]=[CH:27][N:28]=[C:4]2[N:3]1[CH:29]1[CH2:34][CH2:33][CH:32]([O:35][CH2:36][CH:37]=C)[CH2:31][CH2:30]1.I([O-])(=O)(=O)=[O:40].[Na+].CC(C)=O.C(#N)C. The catalyst is C(OCC)(=O)C.O.[Os]=O. The product is [OH:40][CH2:37][CH2:36][O:35][C@@H:32]1[CH2:33][CH2:34][C@H:29]([N:3]2[C:2](=[O:1])[C:7]([CH2:8][C:9]3[CH:14]=[CH:13][C:12]([C:15]4[C:16]([C:21]#[N:22])=[CH:17][CH:18]=[CH:19][CH:20]=4)=[CH:11][CH:10]=3)=[C:6]([CH2:23][CH2:24][CH3:25])[N:5]3[N:26]=[CH:27][N:28]=[C:4]23)[CH2:30][CH2:31]1. The yield is 0.260.